Dataset: Forward reaction prediction with 1.9M reactions from USPTO patents (1976-2016). Task: Predict the product of the given reaction. Given the reactants [OH:1][C:2]1[CH:16]=[CH:15][C:5]2[N:6]=[C:7]([NH:9][C:10]([CH:12]3[CH2:14][CH2:13]3)=[O:11])[S:8][C:4]=2[CH:3]=1.C(=O)([O-])[O-].[K+].[K+].F[C:24]1[CH:29]=[CH:28][CH:27]=[C:26]([N+:30]([O-:32])=[O:31])[CH:25]=1.C1OCCOCCOCCOCCOCCOC1, predict the reaction product. The product is: [N+:30]([C:26]1[CH:25]=[C:24]([CH:29]=[CH:28][CH:27]=1)[O:1][C:2]1[CH:16]=[CH:15][C:5]2[N:6]=[C:7]([NH:9][C:10]([CH:12]3[CH2:13][CH2:14]3)=[O:11])[S:8][C:4]=2[CH:3]=1)([O-:32])=[O:31].